This data is from Reaction yield outcomes from USPTO patents with 853,638 reactions. The task is: Predict the reaction yield, written as a fraction of the theoretical maximum amount of product (1.0 means a 100% yield; for example, 0.34 means a 34% yield). (1) The reactants are N(C(OC(C)C)=O)=NC(OC(C)C)=O.[C:15]([N:18]1[C:22]2[CH:23]=[CH:24][C:25]([Cl:27])=[CH:26][C:21]=2[S:20][CH:19]1[C:28]1[CH:33]=[C:32]([O:34][CH3:35])[CH:31]=[CH:30][C:29]=1[OH:36])(=[O:17])[CH3:16].C1(P(C2C=CC=CC=2)C2C=CC=CC=2)C=CC=CC=1.[C:56]1([CH3:71])[CH:61]=[CH:60][C:59]([S:62]([O:65][CH2:66][CH2:67][CH:68]([CH3:70])O)(=[O:64])=[O:63])=[CH:58][CH:57]=1. The catalyst is O1CCCC1. The product is [C:15]([N:18]1[C:22]2[CH:23]=[CH:24][C:25]([Cl:27])=[CH:26][C:21]=2[S:20][CH:19]1[C:28]1[CH:33]=[C:32]([O:34][CH3:35])[CH:31]=[CH:30][C:29]=1[O:36][CH:68]([CH3:70])[CH2:67][CH2:66][O:65][S:62]([C:59]1[CH:58]=[CH:57][C:56]([CH3:71])=[CH:61][CH:60]=1)(=[O:63])=[O:64])(=[O:17])[CH3:16]. The yield is 0.370. (2) The yield is 0.440. The catalyst is C1(C)C=CC=CC=1. The product is [CH2:28]([O:31][C:32]1[CH:37]=[CH:36][C:35]([I:38])=[CH:34][C:33]=1[CH:39]1[C:6]2([C:5]3[C:9](=[CH:10][C:2]([Cl:1])=[CH:3][CH:4]=3)[NH:8][C:7]2=[O:19])[CH:20]([C:21]2[CH:26]=[CH:25][CH:24]=[C:23]([Cl:27])[CH:22]=2)[CH2:42][C:41](=[O:43])[NH:40]1)[CH:29]=[CH2:30].[CH3:11][O:12][CH:13]([Si:44]([CH3:45])([CH3:46])[CH3:47])[CH3:14]. The reactants are [Cl:1][C:2]1[CH:10]=[C:9]2[C:5](/[C:6](=[CH:20]/[C:21]3[CH:26]=[CH:25][CH:24]=[C:23]([Cl:27])[CH:22]=3)/[C:7](=[O:19])[N:8]2[CH2:11][O:12][CH2:13][CH2:14][Si](C)(C)C)=[CH:4][CH:3]=1.[CH2:28]([O:31][C:32]1[CH:37]=[CH:36][C:35]([I:38])=[CH:34][C:33]=1[CH:39]=[N:40][C:41]([O:43][Si:44]([CH3:47])([CH3:46])[CH3:45])=[CH2:42])[CH:29]=[CH2:30].